The task is: Regression/Classification. Given a drug SMILES string, predict its absorption, distribution, metabolism, or excretion properties. Task type varies by dataset: regression for continuous measurements (e.g., permeability, clearance, half-life) or binary classification for categorical outcomes (e.g., BBB penetration, CYP inhibition). Dataset: pgp_broccatelli.. This data is from P-glycoprotein inhibition data for predicting drug efflux from Broccatelli et al.. (1) The drug is CCCCN(CCCC)c1ccc(-c2nc(-c3ccc(/C=C/C(=O)OC)cc3)[nH]c2-c2ccc(NC)cc2)cc1. The result is 1 (inhibitor). (2) The molecule is c1ccc(CCN2CCCCC2)cc1. The result is 0 (non-inhibitor). (3) The molecule is O=C1C(O)=C(O)O[C@H]1[C@H](O)CO. The result is 0 (non-inhibitor). (4) The drug is CCOC/C=C/c1ccc(-c2nc(-c3ccc(NC)cc3)c(-c3ccc(NC(C)C)cc3)[nH]2)cc1. The result is 1 (inhibitor). (5) The molecule is c1ccc(Nc2cccc3ccccc23)cc1. The result is 0 (non-inhibitor). (6) The drug is Nc1ccc(/N=N/c2ccccc2)c(N)n1. The result is 0 (non-inhibitor). (7) The molecule is CN[C@@]1(c2ccccc2Cl)CCCCC1=O. The result is 0 (non-inhibitor). (8) The compound is COc1cc2c(cc1OC)CN(CCc1ccc(NC(=O)c3cnc4ccccc4c3)cc1)CC2. The result is 1 (inhibitor). (9) The drug is C#CCN(C)[C@@H](C)Cc1ccccc1. The result is 0 (non-inhibitor). (10) The molecule is Cc1cccc(C)c1OC[C@@H](C)N. The result is 0 (non-inhibitor).